This data is from Reaction yield outcomes from USPTO patents with 853,638 reactions. The task is: Predict the reaction yield, written as a fraction of the theoretical maximum amount of product (1.0 means a 100% yield; for example, 0.34 means a 34% yield). (1) The reactants are [N+:1]([O-:4])([OH:3])=O.[N+:5]([C:8]1[N:9]=[CH:10][NH:11][CH:12]=1)([O-:7])=[O:6].C(OC(=O)C)(=O)C. The catalyst is C(O)(=O)C. The product is [N+:1]([N:11]1[CH:12]=[C:8]([N+:5]([O-:7])=[O:6])[N:9]=[CH:10]1)([O-:4])=[O:3]. The yield is 0.691. (2) The reactants are [Br-].[CH2:2]([P+](C1C=CC=CC=1)(C1C=CC=CC=1)C1C=CC=CC=1)[CH2:3][C:4]1[CH:9]=[CH:8][CH:7]=[CH:6][CH:5]=1.[Li]CCCC.[C:34]([C:38]1[CH:43]=[CH:42][C:41]([CH2:44][CH:45]([CH3:48])[CH:46]=O)=[CH:40][CH:39]=1)([CH3:37])([CH3:36])[CH3:35]. No catalyst specified. The product is [C:34]([C:38]1[CH:39]=[CH:40][C:41]([CH2:44][CH:45]([CH3:48])[CH:46]=[CH:2][CH2:3][C:4]2[CH:5]=[CH:6][CH:7]=[CH:8][CH:9]=2)=[CH:42][CH:43]=1)([CH3:37])([CH3:36])[CH3:35]. The yield is 0.690. (3) The reactants are [C:1]([O:5][C:6]([N:8]1[CH2:26][CH2:25][C:11]2([C:16](=[O:17])[N:15]([C:18]3[CH:19]=[N:20][C:21]([NH2:24])=[CH:22][CH:23]=3)[CH2:14][CH2:13][CH2:12]2)[CH2:10][CH2:9]1)=[O:7])([CH3:4])([CH3:3])[CH3:2].[CH3:27][N:28]([CH3:46])[C:29]([C:31]1[N:40]([CH:41]2[CH2:45][CH2:44][CH2:43][CH2:42]2)[C:34]2[N:35]=[C:36](Cl)[N:37]=[CH:38][C:33]=2[CH:32]=1)=[O:30]. No catalyst specified. The product is [C:1]([O:5][C:6]([N:8]1[CH2:26][CH2:25][C:11]2([C:16](=[O:17])[N:15]([C:18]3[CH:19]=[N:20][C:21]([NH:24][C:36]4[N:37]=[CH:38][C:33]5[CH:32]=[C:31]([C:29](=[O:30])[N:28]([CH3:27])[CH3:46])[N:40]([CH:41]6[CH2:45][CH2:44][CH2:43][CH2:42]6)[C:34]=5[N:35]=4)=[CH:22][CH:23]=3)[CH2:14][CH2:13][CH2:12]2)[CH2:10][CH2:9]1)=[O:7])([CH3:4])([CH3:2])[CH3:3]. The yield is 0.920. (4) The reactants are [NH2:1][C:2]1[S:3][CH:4]=[CH:5][N:6]=1.N1C=CC=CC=1.[N+:13]([C:16]1[CH:24]=[CH:23][C:19]([C:20](Cl)=[O:21])=[CH:18][CH:17]=1)([O-:15])=[O:14]. The catalyst is ClCCCl. The product is [N+:13]([C:16]1[CH:17]=[CH:18][C:19]([C:20]([NH:1][C:2]2[S:3][CH:4]=[CH:5][N:6]=2)=[O:21])=[CH:23][CH:24]=1)([O-:15])=[O:14]. The yield is 0.960. (5) The reactants are Cl.[Br:2][C:3]1[CH:8]=[CH:7][C:6]([O:9]N)=[CH:5][CH:4]=1.O=[C:12]1[CH2:18][CH2:17][CH2:16][N:15]([C:19]([O:21][C:22]([CH3:25])([CH3:24])[CH3:23])=[O:20])[CH2:14][CH2:13]1. No catalyst specified. The product is [Br:2][C:3]1[CH:8]=[CH:7][C:6]2[O:9][C:12]3[CH2:13][CH2:14][N:15]([C:19]([O:21][C:22]([CH3:25])([CH3:24])[CH3:23])=[O:20])[CH2:16][CH2:17][C:18]=3[C:5]=2[CH:4]=1. The yield is 0.0900.